This data is from Reaction yield outcomes from USPTO patents with 853,638 reactions. The task is: Predict the reaction yield, written as a fraction of the theoretical maximum amount of product (1.0 means a 100% yield; for example, 0.34 means a 34% yield). (1) The reactants are [CH3:1][C:2]1[O:3][C:4]2[CH:10]=[CH:9][CH:8]=[C:7]([N+:11]([O-])=O)[C:5]=2[N:6]=1. The catalyst is C(O)(=O)C.C(OCC)(=O)C.[Fe]. The product is [NH2:11][C:7]1[C:5]2[N:6]=[C:2]([CH3:1])[O:3][C:4]=2[CH:10]=[CH:9][CH:8]=1. The yield is 0.690. (2) The reactants are C(OC([N:8]1[CH2:12][CH2:11][CH2:10][CH:9]1[C:13]1[NH:14][C:15]([C:18]2[CH:23]=[CH:22][C:21]([C:24]3[CH:29]=[CH:28][C:27]([C:30]4[NH:31][C:32]([CH:35]5[CH2:39][CH2:38][CH2:37][N:36]5[C:40](=[O:53])[CH:41]([NH:48][C:49]([O:51][CH3:52])=[O:50])[CH2:42][CH2:43][C:44]([F:47])([F:46])[F:45])=[N:33][CH:34]=4)=[CH:26][CH:25]=3)=[CH:20][CH:19]=2)=[CH:16][N:17]=1)=O)(C)(C)C.FC(F)(F)C(O)=O. The catalyst is ClCCl. The product is [CH3:52][O:51][C:49](=[O:50])[NH:48][CH:41]([C:40]([N:36]1[CH2:37][CH2:38][CH2:39][CH:35]1[C:32]1[NH:31][C:30]([C:27]2[CH:26]=[CH:25][C:24]([C:21]3[CH:22]=[CH:23][C:18]([C:15]4[NH:14][C:13]([CH:9]5[CH2:10][CH2:11][CH2:12][NH:8]5)=[N:17][CH:16]=4)=[CH:19][CH:20]=3)=[CH:29][CH:28]=2)=[CH:34][N:33]=1)=[O:53])[CH2:42][CH2:43][C:44]([F:46])([F:45])[F:47]. The yield is 0.920. (3) The reactants are [C:1]1([CH:11]([C:13]2[CH:18]=[CH:17][CH:16]=[CH:15][CH:14]=2)[OH:12])[C:10]2[C:5](=[CH:6][CH:7]=[CH:8][CH:9]=2)[CH:4]=[CH:3][CH:2]=1.[H-].[Na+].C([CH:23]1[O:25][CH2:24]1)Cl.[CH3:26]N(C)C=O. No catalyst specified. The product is [C:1]1([C:11]([C:13]2[CH:18]=[CH:17][CH:16]=[CH:15][CH:14]=2)([O:12][CH3:26])[CH:24]2[CH2:23][O:25]2)[C:10]2[C:5](=[CH:6][CH:7]=[CH:8][CH:9]=2)[CH:4]=[CH:3][CH:2]=1. The yield is 0.520. (4) The reactants are [F:1][C:2]1[CH:3]=[CH:4][C:5]([SH:11])=[C:6]([CH:10]=1)[C:7]([OH:9])=[O:8].SC1C=CC=CC=1C(O)=O.Br[C:23]1[CH:31]=[C:30]([CH3:32])[CH:29]=[CH:28][C:24]=1[C:25]([OH:27])=[O:26]. No catalyst specified. The product is [C:7]([C:6]1[CH:10]=[C:2]([F:1])[CH:3]=[CH:4][C:5]=1[S:11][C:23]1[CH:31]=[C:30]([CH3:32])[CH:29]=[CH:28][C:24]=1[C:25]([OH:27])=[O:26])([OH:9])=[O:8]. The yield is 0.920. (5) The reactants are [O:1]=[C:2]([C:9]1[CH:14]=[CH:13][N:12]=[CH:11][CH:10]=1)[CH2:3][C:4]([O:6]CC)=O.[O:15]([C:22]1[CH:27]=[CH:26][CH:25]=[CH:24][CH:23]=1)C1C=CC=CC=1. No catalyst specified. The product is [OH:15][C:22]1[C:23]([CH2:3][CH:2]=[C:9]([CH3:14])[CH3:10])=[C:24]2[C:25]([C:4](=[O:6])[CH:3]=[C:2]([C:9]3[CH:10]=[CH:11][N:12]=[CH:13][CH:14]=3)[O:1]2)=[CH:26][CH:27]=1. The yield is 0.0600.